This data is from Experimentally validated miRNA-target interactions with 360,000+ pairs, plus equal number of negative samples. The task is: Binary Classification. Given a miRNA mature sequence and a target amino acid sequence, predict their likelihood of interaction. The miRNA is hsa-miR-517b-3p with sequence AUCGUGCAUCCCUUUAGAGUGU. The protein sequence of the target gene is MGRKKIQITRIMDERNRQVTFTKRKFGLMKKAYELSVLCDCEIALIIFNSSNKLFQYASTDMDKVLLKYTEYNEPHESRTNSDIVEALNKKEHRGCDSPDPDTSYVLTPHTEEKYKKINEEFDNMMRNHKIAPGLPPQNFSMSVTVPVTSPNALSYTNPGSSLVSPSLAASSTLTDSSMLSPPQTTLHRNVSPGAPQRPPSTGNAGGMLSTTDLTVPNGAGSSPVGNGFVNSRASPNLIGATGANSLGKVMPTKSPPPPGGGNLGMNSRKPDLRVVIPPSSKGMMPPLSEEEELELNTQR.... Result: 0 (no interaction).